Dataset: Full USPTO retrosynthesis dataset with 1.9M reactions from patents (1976-2016). Task: Predict the reactants needed to synthesize the given product. (1) Given the product [Cl:1][C:2]1[CH:3]=[CH:4][C:5]([C:8]2[C:16]3[C:15]([NH2:17])=[N:14][CH:13]=[N:12][C:11]=3[N:10]([CH2:23][CH:24]3[CH2:26][CH2:25]3)[CH:9]=2)=[CH:6][CH:7]=1, predict the reactants needed to synthesize it. The reactants are: [Cl:1][C:2]1[CH:7]=[CH:6][C:5]([C:8]2[C:16]3[C:15]([NH2:17])=[N:14][CH:13]=[N:12][C:11]=3[NH:10][CH:9]=2)=[CH:4][CH:3]=1.[O-]CC.[Na+].Br[CH2:23][CH:24]1[CH2:26][CH2:25]1. (2) Given the product [Cl:8][C:9]1[CH:14]=[N:13][CH:12]=[C:11]([N:1]2[CH:5]=[N:4][CH:3]=[N:2]2)[N:10]=1, predict the reactants needed to synthesize it. The reactants are: [NH:1]1[CH:5]=[N:4][CH:3]=[N:2]1.[H-].[Na+].[Cl:8][C:9]1[CH:14]=[N:13][CH:12]=[C:11](Cl)[N:10]=1. (3) Given the product [C:1]([C:4]1[C:22](=[O:23])[C@@:8]2([CH3:24])[C:9]3[C:15]([OH:16])=[CH:14][C:13]([O:17][CH3:18])=[C:12]([C:19]([NH:21][CH2:37][C:30]4[C:31]5[C:36](=[CH:35][CH:34]=[CH:33][CH:32]=5)[C:27]([F:26])=[CH:28][C:29]=4[CH3:39])=[O:20])[C:10]=3[O:11][C:7]2=[CH:6][C:5]=1[OH:25])(=[O:3])[CH3:2], predict the reactants needed to synthesize it. The reactants are: [C:1]([C:4]1[C:22](=[O:23])[C@@:8]2([CH3:24])[C:9]3[C:15]([OH:16])=[CH:14][C:13]([O:17][CH3:18])=[C:12]([C:19]([NH2:21])=[O:20])[C:10]=3[O:11][C:7]2=[CH:6][C:5]=1[OH:25])(=[O:3])[CH3:2].[F:26][C:27]1[C:36]2[C:31](=[CH:32][CH:33]=[CH:34][CH:35]=2)[C:30]([CH:37]=O)=[C:29]([CH3:39])[CH:28]=1.C([SiH](CC)CC)C.FC(F)(F)C(O)=O. (4) Given the product [CH2:9]([O:8][C:2](=[O:7])[CH2:3][C:16]1[S:17][CH:18]=[CH:19][C:20]=1[C:21]([OH:23])=[O:22])[CH3:10], predict the reactants needed to synthesize it. The reactants are: [Na].[C:2]([O:8][CH2:9][CH3:10])(=[O:7])[CH2:3]C(C)=O.[O-]CC.[Na+].Br[C:16]1[S:17][CH:18]=[CH:19][C:20]=1[C:21]([OH:23])=[O:22].